From a dataset of Catalyst prediction with 721,799 reactions and 888 catalyst types from USPTO. Predict which catalyst facilitates the given reaction. (1) Reactant: F[C:2]1[CH:3]=[C:4]2[C:9](=[CH:10][N:11]=1)[N:8]=[CH:7][C:6]([C:12]#[N:13])=[C:5]2[NH:14][C:15]1[CH:20]=[CH:19][CH:18]=[C:17]([CH:21]([CH3:23])[CH3:22])[CH:16]=1.[N:24]1([CH2:30][CH2:31][NH2:32])[CH2:29][CH2:28][O:27][CH2:26][CH2:25]1. Product: [CH:21]([C:17]1[CH:16]=[C:15]([NH:14][C:5]2[C:4]3[C:9](=[CH:10][N:11]=[C:2]([NH:32][CH2:31][CH2:30][N:24]4[CH2:29][CH2:28][O:27][CH2:26][CH2:25]4)[CH:3]=3)[N:8]=[CH:7][C:6]=2[C:12]#[N:13])[CH:20]=[CH:19][CH:18]=1)([CH3:23])[CH3:22]. The catalyst class is: 17. (2) Reactant: [Cl:1][C:2]1[CH:3]=[C:4]([CH:9]=[C:10](Cl)[N:11]=1)[C:5]([O:7][CH3:8])=[O:6].[CH3:13][NH:14][S:15]([CH3:18])(=[O:17])=[O:16].P([O-])([O-])([O-])=O.[K+].[K+].[K+].CC1(C)C2C(=C(P(C3C=CC=CC=3)C3C=CC=CC=3)C=CC=2)OC2C(P(C3C=CC=CC=3)C3C=CC=CC=3)=CC=CC1=2. Product: [Cl:1][C:2]1[CH:3]=[C:4]([CH:9]=[C:10]([N:14]([CH3:13])[S:15]([CH3:18])(=[O:17])=[O:16])[N:11]=1)[C:5]([O:7][CH3:8])=[O:6]. The catalyst class is: 102. (3) Reactant: Cl[C:2]1[C:7]([CH2:8][NH:9][C:10](=[O:26])[CH:11]([C:13]2[CH:18]=[CH:17][C:16]([CH2:19][NH:20][S:21]([CH3:24])(=[O:23])=[O:22])=[C:15]([F:25])[CH:14]=2)[CH3:12])=[CH:6][CH:5]=[C:4]([C:27]([F:30])([F:29])[F:28])[N:3]=1.[C:31]1(C)[C:32](CCO)=[CH:33][CH:34]=[CH:35][CH:36]=1.C1(B(CO)CO)C=CC=CC=1.C(=O)([O-])[O-].[Na+].[Na+].O=O. Product: [F:25][C:15]1[CH:14]=[C:13]([CH:11]([CH3:12])[C:10]([NH:9][CH2:8][C:7]2[C:2]([C:31]3[CH:32]=[CH:33][CH:34]=[CH:35][CH:36]=3)=[N:3][C:4]([C:27]([F:30])([F:29])[F:28])=[CH:5][CH:6]=2)=[O:26])[CH:18]=[CH:17][C:16]=1[CH2:19][NH:20][S:21]([CH3:24])(=[O:23])=[O:22]. The catalyst class is: 73. (4) Reactant: [NH2:1][C:2]1[CH:3]=[CH:4][C:5]([CH2:8][CH2:9][N:10]2[C:15]3[N:16]=[C:17]([NH:20][CH3:21])[N:18]=[CH:19][C:14]=3[CH:13]=[C:12]([C:22]3[CH:27]=[C:26]([O:28][CH3:29])[CH:25]=[C:24]([O:30][CH3:31])[C:23]=3[Cl:32])[C:11]2=[O:33])=[N:6][CH:7]=1.[C:34](Cl)(=[O:37])[CH:35]=[CH2:36]. Product: [Cl:32][C:23]1[C:24]([O:30][CH3:31])=[CH:25][C:26]([O:28][CH3:29])=[CH:27][C:22]=1[C:12]1[C:11](=[O:33])[N:10]([CH2:9][CH2:8][C:5]2[N:6]=[CH:7][C:2]([NH:1][C:34](=[O:37])[CH:35]=[CH2:36])=[CH:3][CH:4]=2)[C:15]2[N:16]=[C:17]([NH:20][CH3:21])[N:18]=[CH:19][C:14]=2[CH:13]=1. The catalyst class is: 2. (5) Reactant: [H-].[Na+].[CH3:3][N:4]([CH2:6][CH2:7][OH:8])[CH3:5].N#N.F[C:12]1[CH:17]=[C:16]([S:18]([CH3:21])(=[O:20])=[O:19])[CH:15]=[CH:14][C:13]=1[N:22]1[C:26]2=[N:27][CH:28]=[N:29][C:30]([OH:31])=[C:25]2[CH:24]=[N:23]1. Product: [CH3:3][N:4]([CH3:5])[CH2:6][CH2:7][O:8][C:12]1[CH:17]=[C:16]([S:18]([CH3:21])(=[O:20])=[O:19])[CH:15]=[CH:14][C:13]=1[N:22]1[C:26]2=[N:27][CH:28]=[N:29][C:30]([OH:31])=[C:25]2[CH:24]=[N:23]1. The catalyst class is: 12. (6) Reactant: [F:1][C:2]1[CH:7]=[CH:6][C:5]([CH:8]2[C:16]3[C:11](=[CH:12][C:13]([C:17]#[N:18])=[CH:14][CH:15]=3)[CH2:10][O:9]2)=[CH:4][CH:3]=1.[Li+].CC([N-]C(C)C)C.[CH:27](OC)=[O:28]. Product: [F:1][C:2]1[CH:7]=[CH:6][C:5]([C:8]2([CH:27]=[O:28])[C:16]3[C:11](=[CH:12][C:13]([C:17]#[N:18])=[CH:14][CH:15]=3)[CH2:10][O:9]2)=[CH:4][CH:3]=1. The catalyst class is: 1. (7) Reactant: [CH:1](NC(C)C)(C)[CH3:2].C([Li])CCC.CCCCCC.[CH2:19]([N:26]1[CH2:31][CH2:30][N:29]([C:32]2[CH:39]=[CH:38][C:35]([C:36]#[N:37])=[C:34]([C:40]([F:43])([F:42])[F:41])[CH:33]=2)[CH2:28][C:27]1=[O:44])[C:20]1[CH:25]=[CH:24][CH:23]=[CH:22][CH:21]=1.C(I)C.[Cl-].[NH4+]. Product: [CH2:19]([N:26]1[CH2:31][CH2:30][N:29]([C:32]2[CH:39]=[CH:38][C:35]([C:36]#[N:37])=[C:34]([C:40]([F:42])([F:43])[F:41])[CH:33]=2)[CH:28]([CH2:1][CH3:2])[C:27]1=[O:44])[C:20]1[CH:21]=[CH:22][CH:23]=[CH:24][CH:25]=1. The catalyst class is: 1.